From a dataset of Reaction yield outcomes from USPTO patents with 853,638 reactions. Predict the reaction yield, written as a fraction of the theoretical maximum amount of product (1.0 means a 100% yield; for example, 0.34 means a 34% yield). (1) The reactants are [NH2:1][C@@H:2]1[CH:7]2[CH2:8][CH2:9][N:4]([CH2:5][CH2:6]2)[CH2:3]1.[CH3:10][C:11]1[N:12]=[C:13]([C:22](OCC)=[O:23])[S:14][C:15]=1[C:16]1[CH:21]=[CH:20][CH:19]=[CH:18][CH:17]=1. The catalyst is C1COCC1.CCO. The product is [N:4]12[CH2:9][CH2:8][CH:7]([CH2:6][CH2:5]1)[C@@H:2]([NH:1][C:22]([C:13]1[S:14][C:15]([C:16]3[CH:21]=[CH:20][CH:19]=[CH:18][CH:17]=3)=[C:11]([CH3:10])[N:12]=1)=[O:23])[CH2:3]2. The yield is 0.550. (2) The reactants are [N:1]1[NH:2][N:3]=[N:4][C:5]=1[CH2:6][CH2:7][CH2:8][CH2:9][CH2:10][NH:11][C:12]([NH:14][C@@:15]([C:30]1[CH:35]=[C:34]([O:36][C:37]([F:42])([F:41])[CH:38]([F:40])[F:39])[CH:33]=[C:32]([F:43])[CH:31]=1)([C:23]1[CH:28]=[CH:27][C:26]([F:29])=[CH:25][CH:24]=1)[CH2:16][C:17]1[CH:22]=[CH:21][CH:20]=[CH:19][CH:18]=1)=[O:13].[C:44]([O-])([O-])=O.[K+].[K+].CI. The catalyst is CC#N. The product is [F:43][C:32]1[CH:31]=[C:30]([C@:15]([NH:14][C:12]([NH:11][CH2:10][CH2:9][CH2:8][CH2:7][CH2:6][C:5]2[N:4]=[N:3][N:2]([CH3:44])[N:1]=2)=[O:13])([C:23]2[CH:24]=[CH:25][C:26]([F:29])=[CH:27][CH:28]=2)[CH2:16][C:17]2[CH:18]=[CH:19][CH:20]=[CH:21][CH:22]=2)[CH:35]=[C:34]([O:36][C:37]([F:42])([F:41])[CH:38]([F:40])[F:39])[CH:33]=1. The yield is 0.180. (3) The reactants are [Cl:1][C:2]1[CH:7]=[CH:6][CH:5]=[CH:4][N:3]=1.[Li+].CC([N-]C(C)C)C.[CH:16](=[O:18])[CH3:17].O. The catalyst is C1COCC1. The product is [Cl:1][C:2]1[C:7]([CH:16]([OH:18])[CH3:17])=[CH:6][CH:5]=[CH:4][N:3]=1. The yield is 0.380. (4) The reactants are [CH:1]1([CH2:4][N:5]2[CH2:11][C:10]3[CH:12]=[C:13]([O:19][CH3:20])[C:14]([N+:16]([O-])=O)=[CH:15][C:9]=3[N:8]([CH3:21])[C:7](=[O:22])[CH2:6]2)[CH2:3][CH2:2]1.C(O)C.C(OCC)(=O)C. The catalyst is [Pd]. The product is [NH2:16][C:14]1[C:13]([O:19][CH3:20])=[CH:12][C:10]2[CH2:11][N:5]([CH2:4][CH:1]3[CH2:2][CH2:3]3)[CH2:6][C:7](=[O:22])[N:8]([CH3:21])[C:9]=2[CH:15]=1. The yield is 0.900. (5) The reactants are [NH2:1][CH:2]([CH2:6][CH2:7][CH2:8][CH2:9][NH:10][C:11]([O:13][CH2:14][C:15]1[CH:20]=[CH:19][C:18]([N:21]=[N+:22]=[N-:23])=[CH:17][CH:16]=1)=[O:12])[C:3]([OH:5])=[O:4].C(=O)(O)[O-].[Na+].[CH3:29][C:30]([O:33][C:34](O[C:34]([O:33][C:30]([CH3:32])([CH3:31])[CH3:29])=[O:35])=[O:35])([CH3:32])[CH3:31].S(=O)(=O)(O)[O-].[K+]. The catalyst is O.C(OCC)(=O)C.O1CCOCC1. The product is [N:21]([C:18]1[CH:17]=[CH:16][C:15]([CH2:14][O:13][C:11]([NH:10][CH2:9][CH2:8][CH2:7][CH2:6][C@H:2]([NH:1][C:34]([O:33][C:30]([CH3:32])([CH3:31])[CH3:29])=[O:35])[C:3]([OH:5])=[O:4])=[O:12])=[CH:20][CH:19]=1)=[N+:22]=[N-:23]. The yield is 0.790. (6) The product is [C:2]1([CH:1]=[CH:11][C:9]([C:8]2[CH:7]=[CH:6][CH:5]=[CH:4][CH:3]=2)=[O:10])[CH:17]=[CH:18][CH:13]=[CH:14][CH:15]=1. The catalyst is C(O)C. The reactants are [CH2:1]1[CH2:11][C:9](=[O:10])[C:8]2[C:3](=[CH:4][CH:5]=[CH:6][CH:7]=2)[CH2:2]1.C(=O)[C:13]1[CH:18]=[CH:17]C=[CH:15][CH:14]=1.[OH-].[Na+]. The yield is 0.750. (7) The reactants are [C:1]([C:5]1[C:6]([O:18][CH3:19])=[C:7]([CH:12]=[C:13]([N+:15]([O-])=O)[CH:14]=1)[C:8]([O:10][CH3:11])=[O:9])([CH3:4])([CH3:3])[CH3:2].[Cl-].[NH4+].O. The catalyst is [Fe].CO. The product is [NH2:15][C:13]1[CH:14]=[C:5]([C:1]([CH3:4])([CH3:3])[CH3:2])[C:6]([O:18][CH3:19])=[C:7]([CH:12]=1)[C:8]([O:10][CH3:11])=[O:9]. The yield is 1.00. (8) The reactants are [Si]([O:18][CH2:19][CH2:20][CH:21]1[CH2:23][CH:22]1[C@@H:24]([NH:29][C:30](=[O:39])[O:31][CH2:32][C:33]1[CH:38]=[CH:37][CH:36]=[CH:35][CH:34]=1)[CH2:25][CH:26]([CH3:28])[CH3:27])(C(C)(C)C)(C1C=CC=CC=1)C1C=CC=CC=1.CCCC[N+](CCCC)(CCCC)CCCC.[F-]. The catalyst is C1COCC1. The product is [OH:18][CH2:19][CH2:20][CH:21]1[CH2:23][CH:22]1[C@@H:24]([NH:29][C:30](=[O:39])[O:31][CH2:32][C:33]1[CH:34]=[CH:35][CH:36]=[CH:37][CH:38]=1)[CH2:25][CH:26]([CH3:27])[CH3:28]. The yield is 0.920. (9) The reactants are [CH:1]1([C:6]2[O:10][N:9]=[C:8]([C:11]3[C:16]([Cl:17])=[CH:15][CH:14]=[CH:13][C:12]=3[Cl:18])[C:7]=2[CH2:19][O:20][C:21]2[CH:26]=[CH:25][C:24]([C:27]3[CH:28]=[C:29]4[C:34](=[CH:35][CH:36]=3)[N:33]=[C:32]([C:37]([O:39]C)=[O:38])[CH:31]=[CH:30]4)=[CH:23][CH:22]=2)[CH2:5][CH2:4][CH2:3][CH2:2]1.O1CCCC1.[OH-].[Na+].Cl. The catalyst is C(OCC)(=O)C.O.CO. The product is [CH:1]1([C:6]2[O:10][N:9]=[C:8]([C:11]3[C:16]([Cl:17])=[CH:15][CH:14]=[CH:13][C:12]=3[Cl:18])[C:7]=2[CH2:19][O:20][C:21]2[CH:22]=[CH:23][C:24]([C:27]3[CH:28]=[C:29]4[C:34](=[CH:35][CH:36]=3)[N:33]=[C:32]([C:37]([OH:39])=[O:38])[CH:31]=[CH:30]4)=[CH:25][CH:26]=2)[CH2:2][CH2:3][CH2:4][CH2:5]1. The yield is 0.820. (10) The reactants are [CH:1]1([NH2:4])[CH2:3][CH2:2]1.C(O)(=O)C.[Cl:9][C:10]1[C:11]([CH2:20][CH2:21][C:22](=O)[CH3:23])=[N:12][CH:13]=[C:14]([C:16]([F:19])([F:18])[F:17])[CH:15]=1.C([BH3-])#N.[Na+]. The catalyst is CO.CCCCCCC.C(OCC)(=O)C. The product is [Cl:9][C:10]1[C:11]([CH2:20][CH2:21][CH:22]([NH:4][CH:1]2[CH2:3][CH2:2]2)[CH3:23])=[N:12][CH:13]=[C:14]([C:16]([F:18])([F:19])[F:17])[CH:15]=1. The yield is 0.510.